From a dataset of Reaction yield outcomes from USPTO patents with 853,638 reactions. Predict the reaction yield, written as a fraction of the theoretical maximum amount of product (1.0 means a 100% yield; for example, 0.34 means a 34% yield). The catalyst is CN(C)C=O. The product is [C:16]([O:20][C:21](=[O:32])[NH:22][CH:23]1[CH2:24][CH2:25][N:26]([CH2:29][CH2:30][O:31][C:4]2[CH:13]=[N:12][C:11]3[C:6](=[C:7]([O:14][CH3:15])[CH:8]=[CH:9][CH:10]=3)[N:5]=2)[CH2:27][CH2:28]1)([CH3:19])([CH3:17])[CH3:18]. The yield is 0.480. The reactants are [H-].[Na+].Cl[C:4]1[CH:13]=[N:12][C:11]2[C:6](=[C:7]([O:14][CH3:15])[CH:8]=[CH:9][CH:10]=2)[N:5]=1.[C:16]([O:20][C:21](=[O:32])[NH:22][CH:23]1[CH2:28][CH2:27][N:26]([CH2:29][CH2:30][OH:31])[CH2:25][CH2:24]1)([CH3:19])([CH3:18])[CH3:17].